This data is from Catalyst prediction with 721,799 reactions and 888 catalyst types from USPTO. The task is: Predict which catalyst facilitates the given reaction. (1) Reactant: [Cl:1][CH2:2][CH:3]([CH2:14][Cl:15])[O:4][C:5]1[CH:10]=[CH:9][CH:8]=[CH:7][C:6]=1[N+:11]([O-:13])=[O:12].Cl[CH2:17][S:18]([C:21]1[C:30]2[C:25](=[CH:26][CH:27]=[CH:28][CH:29]=2)[CH:24]=[CH:23][CH:22]=1)(=[O:20])=[O:19].CC(C)([O-])C.[K+].Cl. Product: [Cl:1][CH2:2][CH:3]([CH2:14][Cl:15])[O:4][C:5]1[C:6]([N+:11]([O-:13])=[O:12])=[C:7]([CH2:17][S:18]([C:21]2[C:30]3[C:25](=[CH:26][CH:27]=[CH:28][CH:29]=3)[CH:24]=[CH:23][CH:22]=2)(=[O:19])=[O:20])[CH:8]=[CH:9][CH:10]=1. The catalyst class is: 1. (2) Reactant: [CH3:1][O:2][C:3]1[CH:10]=[CH:9][CH:8]=[CH:7][C:4]=1[CH2:5]O.[Cl:11]C(Cl)(OC(=O)OC(Cl)(Cl)Cl)Cl.N1C=CC=CC=1. Product: [CH3:1][O:2][C:3]1[CH:10]=[CH:9][CH:8]=[CH:7][C:4]=1[CH2:5][Cl:11]. The catalyst class is: 7. (3) Reactant: [CH2:1]([N:3]1[C:7]2([CH2:12][CH2:11][NH:10][CH2:9][CH2:8]2)[C:6](=[O:13])[NH:5][C:4]1=[O:14])[CH3:2].C(=O)([O-])[O-].[K+].[K+].Br[CH2:22][C:23]1[N:33]([CH2:34][C:35]([CH3:38])([CH3:37])[CH3:36])[C:26]2[N:27]=[C:28]([C:31]#[N:32])[N:29]=[CH:30][C:25]=2[CH:24]=1. Product: [CH3:36][C:35]([CH3:38])([CH3:37])[CH2:34][N:33]1[C:26]2[N:27]=[C:28]([C:31]#[N:32])[N:29]=[CH:30][C:25]=2[CH:24]=[C:23]1[CH2:22][N:10]1[CH2:11][CH2:12][C:7]2([N:3]([CH2:1][CH3:2])[C:4](=[O:14])[NH:5][C:6]2=[O:13])[CH2:8][CH2:9]1. The catalyst class is: 16. (4) Reactant: Br[C:2]1[CH:3]=[N:4][CH:5]=[C:6]2[C:11]=1[N:10]=[C:9]([C:12]([NH:14][CH2:15][C:16]1[CH:21]=[CH:20][N:19]=[CH:18][CH:17]=1)=[O:13])[CH:8]=[CH:7]2.[N:22]1[CH:27]=[CH:26][CH:25]=[C:24](B(O)O)[CH:23]=1.C(=O)([O-])[O-].[Cs+].[Cs+]. Product: [N:22]1[CH:27]=[CH:26][CH:25]=[C:24]([C:2]2[CH:3]=[N:4][CH:5]=[C:6]3[C:11]=2[N:10]=[C:9]([C:12]([NH:14][CH2:15][C:16]2[CH:21]=[CH:20][N:19]=[CH:18][CH:17]=2)=[O:13])[CH:8]=[CH:7]3)[CH:23]=1. The catalyst class is: 688.